From a dataset of Forward reaction prediction with 1.9M reactions from USPTO patents (1976-2016). Predict the product of the given reaction. (1) Given the reactants [C:1]1([C:7]2[C:8]([C:16]3[CH:23]=[CH:22][C:19]([CH:20]=[O:21])=[CH:18][CH:17]=3)=[N:9][C:10]3[N:11]([CH:13]=[CH:14][N:15]=3)[CH:12]=2)[CH:6]=[CH:5][CH:4]=[CH:3][CH:2]=1.[CH3:24][Zn]Cl, predict the reaction product. The product is: [C:1]1([C:7]2[C:8]([C:16]3[CH:17]=[CH:18][C:19]([CH:20]([OH:21])[CH3:24])=[CH:22][CH:23]=3)=[N:9][C:10]3[N:11]([CH:13]=[CH:14][N:15]=3)[CH:12]=2)[CH:6]=[CH:5][CH:4]=[CH:3][CH:2]=1. (2) Given the reactants [C@H:1]1([OH:12])[C@H:10]([OH:11])[O:9][C@@H:3]2[CH:4]([OH:8])[C:5]([O:7][C@H:2]12)=[O:6].[CH2:13](O)[C:14]1[CH:19]=[CH:18][CH:17]=[CH:16][CH:15]=1.Cl, predict the reaction product. The product is: [CH2:13]([O:6][C@H:5]1[O:7][C@@H:2]2[C@@H:1]([C:10]([O:9][C@@H:3]2[C@H:4]1[OH:8])=[O:11])[OH:12])[C:14]1[CH:19]=[CH:18][CH:17]=[CH:16][CH:15]=1. (3) Given the reactants [Br:1][C:2]1[CH:7]=[C:6]([O:8][CH3:9])[CH:5]=[CH:4][C:3]=1[OH:10].[Cl:11][CH2:12][CH2:13]Cl.[OH-].[Na+], predict the reaction product. The product is: [Br:1][C:2]1[CH:7]=[C:6]([O:8][CH3:9])[CH:5]=[CH:4][C:3]=1[O:10][CH2:13][CH2:12][Cl:11]. (4) The product is: [Na+:27].[CH2:16]([O:15][C:10]1[CH:11]=[CH:12][CH:13]=[CH:14][C:9]=1[CH2:8][CH2:7][CH2:6][CH2:5][CH2:4][CH2:3][CH2:2][S:24]([O-:26])(=[O:25])=[O:23])[C:17]1[CH:22]=[CH:21][CH:20]=[CH:19][CH:18]=1. Given the reactants Br[CH2:2][CH2:3][CH2:4][CH2:5][CH2:6][CH2:7][CH2:8][C:9]1[CH:14]=[CH:13][CH:12]=[CH:11][C:10]=1[O:15][CH2:16][C:17]1[CH:22]=[CH:21][CH:20]=[CH:19][CH:18]=1.[O-:23][S:24]([O-:26])=[O:25].[Na+:27].[Na+].CCO, predict the reaction product. (5) Given the reactants Cl[C:2]1[N:3]=[C:4]([O:13][C@H:14]2[CH2:18][CH2:17][N:16]([C:19]([O:21][C:22]([CH3:25])([CH3:24])[CH3:23])=[O:20])[CH2:15]2)[C:5]2[C:10]([CH:11]=1)=[CH:9][CH:8]=[C:7]([F:12])[CH:6]=2.[CH3:26][N:27](C=O)C, predict the reaction product. The product is: [C:26]([C:2]1[N:3]=[C:4]([O:13][C@H:14]2[CH2:18][CH2:17][N:16]([C:19]([O:21][C:22]([CH3:25])([CH3:24])[CH3:23])=[O:20])[CH2:15]2)[C:5]2[C:10]([CH:11]=1)=[CH:9][CH:8]=[C:7]([F:12])[CH:6]=2)#[N:27]. (6) Given the reactants [CH:1]1[C:10]2[C:5](=[CH:6][CH:7]=[CH:8][CH:9]=2)[CH:4]=[CH:3][C:2]=1[C:11]#[C:12][CH2:13][OH:14].C[N+]1([O-])CCOCC1.C(=O)(O)[O-].[Na+], predict the reaction product. The product is: [CH:1]1[C:10]2[C:5](=[CH:6][CH:7]=[CH:8][CH:9]=2)[CH:4]=[CH:3][C:2]=1[C:11]#[C:12][CH:13]=[O:14].